Dataset: Full USPTO retrosynthesis dataset with 1.9M reactions from patents (1976-2016). Task: Predict the reactants needed to synthesize the given product. (1) Given the product [Cl:1][C:2]1[CH:3]=[C:4]([CH:18]=[CH:19][CH:20]=1)[CH2:5][NH:6][C:7]([C:9]1[CH:10]=[CH:11][C:12]2[C:16]([CH:17]=1)=[N:15][N:14]([CH2:22][CH2:23][N:24]1[CH2:28][CH2:27][O:26][C:25]1=[O:29])[CH:13]=2)=[O:8], predict the reactants needed to synthesize it. The reactants are: [Cl:1][C:2]1[CH:3]=[C:4]([CH:18]=[CH:19][CH:20]=1)[CH2:5][NH:6][C:7]([C:9]1[CH:17]=[C:16]2[C:12]([CH:13]=[N:14][NH:15]2)=[CH:11][CH:10]=1)=[O:8].Cl[CH2:22][CH2:23][N:24]1[CH2:28][CH2:27][O:26][C:25]1=[O:29].N1C2C(=CC=CC=2)C=N1. (2) Given the product [F:25][C:26]([F:35])([F:36])[C:27]1[CH:34]=[CH:33][C:30]([CH2:31][NH:32][CH2:21][C:20]2[CH:23]=[CH:24][C:17]([C:14]3[S:15][CH:16]=[C:12]([CH2:1][CH2:2][CH2:3][CH2:4][CH2:5][CH2:6][CH2:7][CH2:8][CH2:9][CH2:10][CH3:11])[N:13]=3)=[CH:18][CH:19]=2)=[CH:29][CH:28]=1, predict the reactants needed to synthesize it. The reactants are: [CH2:1]([C:12]1[N:13]=[C:14]([C:17]2[CH:24]=[CH:23][C:20]([CH:21]=O)=[CH:19][CH:18]=2)[S:15][CH:16]=1)[CH2:2][CH2:3][CH2:4][CH2:5][CH2:6][CH2:7][CH2:8][CH2:9][CH2:10][CH3:11].[F:25][C:26]([F:36])([F:35])[C:27]1[CH:34]=[CH:33][C:30]([CH2:31][NH2:32])=[CH:29][CH:28]=1. (3) Given the product [F:1][C:2]([F:19])([F:18])[C:3]1[CH:4]=[C:5]([CH:9]=[CH:10][C:11]2[N:12]=[C:13]([C:27]#[N:28])[CH:14]=[CH:15][CH:16]=2)[CH:6]=[CH:7][CH:8]=1, predict the reactants needed to synthesize it. The reactants are: [F:1][C:2]([F:19])([F:18])[C:3]1[CH:4]=[C:5]([CH:9]=[CH:10][C:11]2[CH:16]=[CH:15][CH:14]=[CH:13][N+:12]=2[O-])[CH:6]=[CH:7][CH:8]=1.COS(OC)(=O)=O.[C-:27]#[N:28].[Na+]. (4) Given the product [CH3:1][C:2]1[CH:7]=[C:6]([C:8]([Cl:39])([C:13]([F:16])([F:15])[F:14])[C:9]([F:12])([F:11])[F:10])[CH:5]=[C:4]([CH3:18])[C:3]=1[NH:19][C:20](=[O:36])[C:21]1[CH:26]=[CH:25][CH:24]=[C:23]([NH:27][C:28](=[O:35])[C:29]2[CH:34]=[CH:33][CH:32]=[CH:31][CH:30]=2)[CH:22]=1, predict the reactants needed to synthesize it. The reactants are: [CH3:1][C:2]1[CH:7]=[C:6]([C:8](O)([C:13]([F:16])([F:15])[F:14])[C:9]([F:12])([F:11])[F:10])[CH:5]=[C:4]([CH3:18])[C:3]=1[NH:19][C:20](=[O:36])[C:21]1[CH:26]=[CH:25][CH:24]=[C:23]([NH:27][C:28](=[O:35])[C:29]2[CH:34]=[CH:33][CH:32]=[CH:31][CH:30]=2)[CH:22]=1.S(Cl)([Cl:39])=O. (5) The reactants are: [Cl:1][C:2]1[CH:30]=[C:29]([Cl:31])[CH:28]=[CH:27][C:3]=1[CH2:4][N:5]1[C:9]2[CH:10]=[C:11]([O:15][CH2:16][CH2:17][CH2:18][C:19]([O:21]CC)=[O:20])[CH:12]=[C:13]([CH3:14])[C:8]=2[N:7]=[C:6]1[S:24][CH2:25][CH3:26].[OH-].[Na+].Cl. Given the product [Cl:1][C:2]1[CH:30]=[C:29]([Cl:31])[CH:28]=[CH:27][C:3]=1[CH2:4][N:5]1[C:9]2[CH:10]=[C:11]([O:15][CH2:16][CH2:17][CH2:18][C:19]([OH:21])=[O:20])[CH:12]=[C:13]([CH3:14])[C:8]=2[N:7]=[C:6]1[S:24][CH2:25][CH3:26], predict the reactants needed to synthesize it. (6) Given the product [Cl:54][C:51]1[CH:52]=[N:53][C:48]([C:45]2([NH:44][C:42](=[O:43])/[CH:41]=[CH:40]/[C@:23]34[CH2:35][C:34](=[O:36])[C:33]([CH:37]([CH3:38])[CH3:39])=[C:24]3[C@@H:25]3[C@@:20]([CH3:55])([CH2:21][CH2:22]4)[C@@:19]4([CH3:56])[C@@H:28]([C@:29]5([CH3:32])[C@@H:16]([CH2:17][CH2:18]4)[C:15]([CH3:57])([CH3:58])[C@@H:14]([O:13][C:11](=[O:12])[CH2:10][C:2]([CH3:1])([CH3:59])[C:3]([OH:5])=[O:4])[CH2:31][CH2:30]5)[CH2:27][CH2:26]3)[CH2:47][CH2:46]2)=[N:49][CH:50]=1, predict the reactants needed to synthesize it. The reactants are: [CH3:1][C:2]([CH3:59])([CH2:10][C:11]([O:13][C@H:14]1[CH2:31][CH2:30][C@@:29]2([CH3:32])[C@@H:16]([CH2:17][CH2:18][C@:19]3([CH3:56])[C@@H:28]2[CH2:27][CH2:26][C@H:25]2[C@@:20]3([CH3:55])[CH2:21][CH2:22][C@@:23]3(/[CH:40]=[CH:41]/[C:42]([NH:44][C:45]4([C:48]5[N:53]=[CH:52][C:51]([Cl:54])=[CH:50][N:49]=5)[CH2:47][CH2:46]4)=[O:43])[CH2:35][C:34](=[O:36])[C:33]([CH:37]([CH3:39])[CH3:38])=[C:24]32)[C:15]1([CH3:58])[CH3:57])=[O:12])[C:3]([O:5]C(C)(C)C)=[O:4].C(O)(C(F)(F)F)=O.